From a dataset of NCI-60 drug combinations with 297,098 pairs across 59 cell lines. Regression. Given two drug SMILES strings and cell line genomic features, predict the synergy score measuring deviation from expected non-interaction effect. (1) Drug 1: CCC1(CC2CC(C3=C(CCN(C2)C1)C4=CC=CC=C4N3)(C5=C(C=C6C(=C5)C78CCN9C7C(C=CC9)(C(C(C8N6C)(C(=O)OC)O)OC(=O)C)CC)OC)C(=O)OC)O. Drug 2: CS(=O)(=O)CCNCC1=CC=C(O1)C2=CC3=C(C=C2)N=CN=C3NC4=CC(=C(C=C4)OCC5=CC(=CC=C5)F)Cl. Cell line: NCI-H460. Synergy scores: CSS=45.5, Synergy_ZIP=1.47, Synergy_Bliss=-0.660, Synergy_Loewe=-2.49, Synergy_HSA=3.96. (2) Drug 1: CNC(=O)C1=CC=CC=C1SC2=CC3=C(C=C2)C(=NN3)C=CC4=CC=CC=N4. Drug 2: C1=NC2=C(N=C(N=C2N1C3C(C(C(O3)CO)O)O)F)N. Cell line: NCI-H460. Synergy scores: CSS=-5.10, Synergy_ZIP=-1.20, Synergy_Bliss=-3.61, Synergy_Loewe=-6.65, Synergy_HSA=-4.29. (3) Cell line: LOX IMVI. Synergy scores: CSS=30.3, Synergy_ZIP=-0.192, Synergy_Bliss=-2.02, Synergy_Loewe=-1.55, Synergy_HSA=-0.938. Drug 2: CC1CCCC2(C(O2)CC(NC(=O)CC(C(C(=O)C(C1O)C)(C)C)O)C(=CC3=CSC(=N3)C)C)C. Drug 1: C1=CC(=C2C(=C1NCCNCCO)C(=O)C3=C(C=CC(=C3C2=O)O)O)NCCNCCO. (4) Drug 1: C1C(C(OC1N2C=NC3=C(N=C(N=C32)Cl)N)CO)O. Drug 2: C#CCC(CC1=CN=C2C(=N1)C(=NC(=N2)N)N)C3=CC=C(C=C3)C(=O)NC(CCC(=O)O)C(=O)O. Cell line: OVCAR-5. Synergy scores: CSS=40.0, Synergy_ZIP=-2.89, Synergy_Bliss=-7.26, Synergy_Loewe=-8.43, Synergy_HSA=-5.27. (5) Synergy scores: CSS=36.3, Synergy_ZIP=-4.83, Synergy_Bliss=-2.29, Synergy_Loewe=-8.22, Synergy_HSA=-0.264. Drug 2: C1=NC2=C(N=C(N=C2N1C3C(C(C(O3)CO)O)F)Cl)N. Drug 1: CCCCC(=O)OCC(=O)C1(CC(C2=C(C1)C(=C3C(=C2O)C(=O)C4=C(C3=O)C=CC=C4OC)O)OC5CC(C(C(O5)C)O)NC(=O)C(F)(F)F)O. Cell line: ACHN. (6) Drug 1: CC1=CC2C(CCC3(C2CCC3(C(=O)C)OC(=O)C)C)C4(C1=CC(=O)CC4)C. Drug 2: CS(=O)(=O)OCCCCOS(=O)(=O)C. Cell line: RPMI-8226. Synergy scores: CSS=12.0, Synergy_ZIP=-3.97, Synergy_Bliss=6.54, Synergy_Loewe=-0.546, Synergy_HSA=-0.431. (7) Drug 1: C1CC(C1)(C(=O)O)C(=O)O.[NH2-].[NH2-].[Pt+2]. Drug 2: C1=CC(=C(C=C1I)F)NC2=C(C=CC(=C2F)F)C(=O)NOCC(CO)O. Cell line: T-47D. Synergy scores: CSS=9.35, Synergy_ZIP=2.07, Synergy_Bliss=-0.576, Synergy_Loewe=1.23, Synergy_HSA=1.28. (8) Drug 1: C(CC(=O)O)C(=O)CN.Cl. Drug 2: C1CCC(C(C1)N)N.C(=O)(C(=O)[O-])[O-].[Pt+4]. Cell line: OVCAR3. Synergy scores: CSS=31.3, Synergy_ZIP=-11.1, Synergy_Bliss=-7.13, Synergy_Loewe=-11.7, Synergy_HSA=-3.74.